This data is from Forward reaction prediction with 1.9M reactions from USPTO patents (1976-2016). The task is: Predict the product of the given reaction. (1) Given the reactants [Br:1][C:2]1[CH:3]=[C:4]([N+:11]([O-])=O)[C:5]([CH3:10])=[C:6]([O:8][CH3:9])[CH:7]=1.ClC1C(B2OC(C)(C)C(C)(C)O2)=CC=CC=1N, predict the reaction product. The product is: [Br:1][C:2]1[CH:7]=[C:6]([O:8][CH3:9])[C:5]([CH3:10])=[C:4]([CH:3]=1)[NH2:11]. (2) Given the reactants [CH3:1][O:2][C:3]1[CH:4]=[C:5]2[C:10](=[CH:11][CH:12]=1)[NH:9][C:8](=O)[CH:7]=[N:6]2.COC1C=C2C(N=CC(=O)N2)=CC=1.O=P(Cl)(Cl)[Cl:29], predict the reaction product. The product is: [Cl:29][C:7]1[CH:8]=[N:9][C:10]2[C:5](=[CH:4][C:3]([O:2][CH3:1])=[CH:12][CH:11]=2)[N:6]=1. (3) Given the reactants N#N.[OH:3][CH:4]([C:6]1[O:7][C:8]([CH2:11][N:12]2[N:16]=[C:15]([NH:17][C:18]([C:20]3[N:21]=[CH:22][O:23][C:24]=3[C:25]3[CH:30]=[CH:29][CH:28]=[CH:27][CH:26]=3)=[O:19])[CH:14]=[N:13]2)=[CH:9][N:10]=1)[CH3:5], predict the reaction product. The product is: [C:4]([C:6]1[O:7][C:8]([CH2:11][N:12]2[N:16]=[C:15]([NH:17][C:18]([C:20]3[N:21]=[CH:22][O:23][C:24]=3[C:25]3[CH:30]=[CH:29][CH:28]=[CH:27][CH:26]=3)=[O:19])[CH:14]=[N:13]2)=[CH:9][N:10]=1)(=[O:3])[CH3:5]. (4) Given the reactants [OH:1][S:2](O)(=[O:4])=[O:3].O=S(=O)=O.S(=O)(=O)(O)O.C1(=O)C2C=CC3C(=CC=CC=3)C=2C=CC1=O.[S:31]([C:35]1[C:36](=O)[C:37](=O)[C:38]2[CH:39]=[CH:40][C:41]3[C:46]([C:47]=2[CH:48]=1)=[CH:45][CH:44]=[CH:43][CH:42]=3)([OH:34])(=[O:33])=[O:32].[OH-].[Na+], predict the reaction product. The product is: [S:2]([C:36]1[CH:37]=[CH:38][C:47]2[C:46]3[C:41](=[CH:42][CH:43]=[CH:44][CH:45]=3)[CH:40]=[CH:39][C:48]=2[C:35]=1[S:31]([OH:34])(=[O:33])=[O:32])([OH:4])(=[O:3])=[O:1]. (5) The product is: [CH2:13]([O:15][C:16]([C:17]1[C:22]([CH3:23])=[N:8][C:7]([C:6]2[CH:10]=[CH:11][C:3]([F:2])=[CH:4][CH:5]=2)=[N:9][CH:18]=1)=[O:25])[CH3:14]. Given the reactants Cl.[F:2][C:3]1[CH:11]=[CH:10][C:6]([C:7]([NH2:9])=[NH:8])=[CH:5][CH:4]=1.[Na].[CH2:13]([O:15][C:16](=[O:25])[C:17]([C:22](=O)[CH3:23])=[CH:18]N(C)C)[CH3:14], predict the reaction product.